Dataset: Peptide-MHC class I binding affinity with 185,985 pairs from IEDB/IMGT. Task: Regression. Given a peptide amino acid sequence and an MHC pseudo amino acid sequence, predict their binding affinity value. This is MHC class I binding data. (1) The peptide sequence is YTAVVPKVY. The MHC is HLA-A29:02 with pseudo-sequence HLA-A29:02. The binding affinity (normalized) is 0.355. (2) The peptide sequence is MLDPRFVKQ. The MHC is HLA-B15:17 with pseudo-sequence HLA-B15:17. The binding affinity (normalized) is 0.0847. (3) The MHC is HLA-A02:02 with pseudo-sequence HLA-A02:02. The peptide sequence is AYSSWMYSY. The binding affinity (normalized) is 0. (4) The peptide sequence is RRAARAEYL. The MHC is HLA-A02:02 with pseudo-sequence HLA-A02:02. The binding affinity (normalized) is 0.191. (5) The peptide sequence is NFFHASLAY. The MHC is HLA-A03:01 with pseudo-sequence HLA-A03:01. The binding affinity (normalized) is 0.0847. (6) The peptide sequence is FPRSAERAG. The MHC is HLA-A02:01 with pseudo-sequence HLA-A02:01. The binding affinity (normalized) is 0.0847.